The task is: Predict the product of the given reaction.. This data is from Forward reaction prediction with 1.9M reactions from USPTO patents (1976-2016). (1) Given the reactants C(NC(C)C)(C)C.CS(O[CH2:13][CH2:14][O:15][C:16]1[C:21]([CH3:22])=[CH:20][C:19]([C:23]2[CH:28]=[CH:27][C:26]([C:29]([O:31][CH2:32][C:33]3[CH:38]=[CH:37][CH:36]=[CH:35][CH:34]=3)=[O:30])=[CH:25][CH:24]=2)=[CH:18][C:17]=1[CH3:39])(=O)=O.[NH2:40][C@@H:41]([CH3:63])[C@@H:42]([C:44]1[CH:45]=[CH:46][C:47]([O:55][CH2:56][C:57]2[CH:62]=[CH:61][CH:60]=[CH:59][CH:58]=2)=[C:48]([NH:50][S:51]([CH3:54])(=[O:53])=[O:52])[CH:49]=1)[OH:43].O, predict the reaction product. The product is: [CH2:56]([O:55][C:47]1[CH:46]=[CH:45][C:44]([C@@H:42]([OH:43])[C@@H:41]([NH:40][CH2:13][CH2:14][O:15][C:16]2[C:17]([CH3:39])=[CH:18][C:19]([C:23]3[CH:28]=[CH:27][C:26]([C:29]([O:31][CH2:32][C:33]4[CH:34]=[CH:35][CH:36]=[CH:37][CH:38]=4)=[O:30])=[CH:25][CH:24]=3)=[CH:20][C:21]=2[CH3:22])[CH3:63])=[CH:49][C:48]=1[NH:50][S:51]([CH3:54])(=[O:53])=[O:52])[C:57]1[CH:58]=[CH:59][CH:60]=[CH:61][CH:62]=1. (2) Given the reactants [NH2:1][C:2]1([CH2:7][N:8]2[CH2:13][CH2:12][CH:11]([CH2:14][NH:15][C:16](=[O:31])[C:17]3[CH:22]=[C:21]([C:23]([F:26])([F:25])[F:24])[CH:20]=[C:19]([C:27]([F:30])([F:29])[F:28])[CH:18]=3)[CH2:10][CH2:9]2)[CH2:6][CH2:5][CH2:4][CH2:3]1.CCN(C(C)C)C(C)C.[CH2:41]([S:43](Cl)(=[O:45])=[O:44])[CH3:42], predict the reaction product. The product is: [CH2:41]([S:43]([NH:1][C:2]1([CH2:7][N:8]2[CH2:13][CH2:12][CH:11]([CH2:14][NH:15][C:16](=[O:31])[C:17]3[CH:22]=[C:21]([C:23]([F:24])([F:25])[F:26])[CH:20]=[C:19]([C:27]([F:28])([F:29])[F:30])[CH:18]=3)[CH2:10][CH2:9]2)[CH2:6][CH2:5][CH2:4][CH2:3]1)(=[O:45])=[O:44])[CH3:42].